Dataset: Reaction yield outcomes from USPTO patents with 853,638 reactions. Task: Predict the reaction yield, written as a fraction of the theoretical maximum amount of product (1.0 means a 100% yield; for example, 0.34 means a 34% yield). (1) The reactants are [Br:1][C:2]1[CH:3]=[C:4]([O:12][C:13]2[CH:18]=[CH:17][C:16]([F:19])=[CH:15][CH:14]=2)[C:5]([NH:8][C:9]([NH2:11])=[S:10])=[N:6][CH:7]=1.Br[CH2:21][C:22](=O)[CH2:23][CH2:24][C:25]1[CH:30]=[CH:29][CH:28]=[CH:27][CH:26]=1.C(N(CC)CC)C. No catalyst specified. The product is [Br:1][C:2]1[CH:3]=[C:4]([O:12][C:13]2[CH:18]=[CH:17][C:16]([F:19])=[CH:15][CH:14]=2)[C:5]([NH:8][C:9]2[S:10][CH:21]=[C:22]([CH2:23][CH2:24][C:25]3[CH:30]=[CH:29][CH:28]=[CH:27][CH:26]=3)[N:11]=2)=[N:6][CH:7]=1. The yield is 1.02. (2) The reactants are [Cl:1][C:2]1[CH:7]=[CH:6][C:5]([CH2:8][CH2:9][O:10][C:11]2[CH:18]=[CH:17][C:14]([CH:15]=O)=[CH:13][CH:12]=2)=[CH:4][CH:3]=1.[CH2:19]([NH:23][C:24]1[C:25]([NH2:38])=[CH:26][CH:27]=[C:28]([O:30][CH2:31][CH2:32][N:33]2[CH2:37][CH2:36][CH2:35][CH2:34]2)[CH:29]=1)[CH2:20][CH2:21][CH3:22]. The catalyst is C(O)C. The product is [CH2:19]([N:23]1[C:24]2[CH:29]=[C:28]([O:30][CH2:31][CH2:32][N:33]3[CH2:37][CH2:36][CH2:35][CH2:34]3)[CH:27]=[CH:26][C:25]=2[N:38]=[C:15]1[C:14]1[CH:17]=[CH:18][C:11]([O:10][CH2:9][CH2:8][C:5]2[CH:6]=[CH:7][C:2]([Cl:1])=[CH:3][CH:4]=2)=[CH:12][CH:13]=1)[CH2:20][CH2:21][CH3:22]. The yield is 0.400. (3) The catalyst is CO.[OH-].[OH-].[Pd+2]. The reactants are C([N:8]1[CH2:14][C:13]2[N:15]=[CH:16][C:17]([N:19]3[CH2:23][CH2:22][CH2:21][CH:20]3[CH3:24])=[N:18][C:12]=2[O:11][CH2:10][CH2:9]1)C1C=CC=CC=1.C(OCC)(=O)C.[ClH:31]. The yield is 0.710. The product is [ClH:31].[CH3:24][CH:20]1[CH2:21][CH2:22][CH2:23][N:19]1[C:17]1[CH:16]=[N:15][C:13]2[CH2:14][NH:8][CH2:9][CH2:10][O:11][C:12]=2[N:18]=1. (4) The reactants are Br[C:2]1[CH:3]=[C:4]([N:8]2[C:12]3=[N:13][C:14]([O:17][CH3:18])=[CH:15][CH:16]=[C:11]3[C:10]([C:19]([NH2:21])=[O:20])=[N:9]2)[CH:5]=[CH:6][CH:7]=1.[C:22]([C@:24]1([OH:31])[CH2:28][CH2:27][N:26]([CH3:29])[C:25]1=[O:30])#[CH:23]. No catalyst specified. The product is [OH:31][C@@:24]1([C:22]#[C:23][C:2]2[CH:3]=[C:4]([N:8]3[C:12]4=[N:13][C:14]([O:17][CH3:18])=[CH:15][CH:16]=[C:11]4[C:10]([C:19]([NH2:21])=[O:20])=[N:9]3)[CH:5]=[CH:6][CH:7]=2)[CH2:28][CH2:27][N:26]([CH3:29])[C:25]1=[O:30]. The yield is 0.380. (5) The reactants are [Cl:1][C:2]1[C:16]([Cl:17])=[CH:15][CH:14]=[CH:13][C:3]=1[CH2:4][C:5]1[C:6]([NH2:12])=[N:7][NH:8][C:9]=1[O:10][CH3:11].O=[C:19]([C:26]1[CH:31]=[CH:30][N:29]=[CH:28][CH:27]=1)[CH2:20][C:21](OCC)=[O:22]. The catalyst is C(O)(=O)C. The product is [Cl:1][C:2]1[C:16]([Cl:17])=[CH:15][CH:14]=[CH:13][C:3]=1[CH2:4][C:5]1[C:9]([O:10][CH3:11])=[N:8][N:7]2[C:21]([OH:22])=[CH:20][C:19]([C:26]3[CH:31]=[CH:30][N:29]=[CH:28][CH:27]=3)=[N:12][C:6]=12. The yield is 0.130. (6) The reactants are Cl[C:2]1[CH:7]=[N:6][CH:5]=[C:4]([Cl:8])[N:3]=1.[NH2:9][CH2:10][C:11]([O:13][CH2:14][CH3:15])=[O:12].C(N(CC)CC)C. The catalyst is C(#N)C. The product is [Cl:8][C:4]1[N:3]=[C:2]([NH:9][CH2:10][C:11]([O:13][CH2:14][CH3:15])=[O:12])[CH:7]=[N:6][CH:5]=1. The yield is 0.490. (7) The reactants are Br[C:2]1[C:3]([C:26]2[N:30]3[CH:31]=[CH:32][CH:33]=[CH:34][C:29]3=[N:28][CH:27]=2)=[N:4][C:5]([NH:8][C:9]2[CH:14]=[CH:13][C:12]([N:15]3[CH2:20][CH2:19][N:18]([CH2:21][CH2:22][OH:23])[CH2:17][CH2:16]3)=[CH:11][C:10]=2[O:24][CH3:25])=[N:6][CH:7]=1.[C:35]([Zn]C#N)#[N:36].CC1(C)C2C=CC=C(P(C3C=CC=CC=3)C3C=CC=CC=3)C=2OC2C1=CC=CC=2P(C1C=CC=CC=1)C1C=CC=CC=1. The catalyst is CC(N(C)C)=O.[Zn].C1C=CC(/C=C/C(/C=C/C2C=CC=CC=2)=O)=CC=1.C1C=CC(/C=C/C(/C=C/C2C=CC=CC=2)=O)=CC=1.C1C=CC(/C=C/C(/C=C/C2C=CC=CC=2)=O)=CC=1.[Pd].[Pd]. The product is [OH:23][CH2:22][CH2:21][N:18]1[CH2:19][CH2:20][N:15]([C:12]2[CH:13]=[CH:14][C:9]([NH:8][C:5]3[N:4]=[C:3]([C:26]4[N:30]5[CH:31]=[CH:32][CH:33]=[CH:34][C:29]5=[N:28][CH:27]=4)[C:2]([C:35]#[N:36])=[CH:7][N:6]=3)=[C:10]([O:24][CH3:25])[CH:11]=2)[CH2:16][CH2:17]1. The yield is 0.570. (8) The reactants are [NH2:1][CH:2]([C:6]1[CH:11]=[CH:10][C:9]([F:12])=[CH:8][CH:7]=1)[C:3]([OH:5])=[O:4].OS(O)(=O)=O.[CH2:18](O)[CH3:19]. No catalyst specified. The product is [NH2:1][CH:2]([C:6]1[CH:11]=[CH:10][C:9]([F:12])=[CH:8][CH:7]=1)[C:3]([O:5][CH2:18][CH3:19])=[O:4]. The yield is 0.650.